From a dataset of Merck oncology drug combination screen with 23,052 pairs across 39 cell lines. Regression. Given two drug SMILES strings and cell line genomic features, predict the synergy score measuring deviation from expected non-interaction effect. (1) Drug 1: NC(=O)c1cccc2cn(-c3ccc(C4CCCNC4)cc3)nc12. Drug 2: COC1CC2CCC(C)C(O)(O2)C(=O)C(=O)N2CCCCC2C(=O)OC(C(C)CC2CCC(OP(C)(C)=O)C(OC)C2)CC(=O)C(C)C=C(C)C(O)C(OC)C(=O)C(C)CC(C)C=CC=CC=C1C. Cell line: ZR751. Synergy scores: synergy=25.7. (2) Drug 1: O=S1(=O)NC2(CN1CC(F)(F)F)C1CCC2Cc2cc(C=CCN3CCC(C(F)(F)F)CC3)ccc2C1. Drug 2: CCc1cnn2c(NCc3ccc[n+]([O-])c3)cc(N3CCCCC3CCO)nc12. Cell line: T47D. Synergy scores: synergy=-28.6. (3) Drug 1: N#Cc1ccc(Cn2cncc2CN2CCN(c3cccc(Cl)c3)C(=O)C2)cc1. Drug 2: O=C(CCCCCCC(=O)Nc1ccccc1)NO. Cell line: HT29. Synergy scores: synergy=21.5. (4) Drug 1: CC1CC2C3CCC4=CC(=O)C=CC4(C)C3(F)C(O)CC2(C)C1(O)C(=O)CO. Drug 2: O=C(NOCC(O)CO)c1ccc(F)c(F)c1Nc1ccc(I)cc1F. Cell line: MSTO. Synergy scores: synergy=19.9. (5) Drug 1: Cn1nnc2c(C(N)=O)ncn2c1=O. Drug 2: COC1CC2CCC(C)C(O)(O2)C(=O)C(=O)N2CCCCC2C(=O)OC(C(C)CC2CCC(OP(C)(C)=O)C(OC)C2)CC(=O)C(C)C=C(C)C(O)C(OC)C(=O)C(C)CC(C)C=CC=CC=C1C. Cell line: SKMEL30. Synergy scores: synergy=50.2.